Task: Predict the reaction yield, written as a fraction of the theoretical maximum amount of product (1.0 means a 100% yield; for example, 0.34 means a 34% yield).. Dataset: Reaction yield outcomes from USPTO patents with 853,638 reactions (1) The reactants are [NH2:1][CH2:2][C:3]1[CH:4]=[C:5]([C:9]2[CH:18]=[C:17]([C:19]([NH:21][CH2:22][C@H:23]3[CH2:28][CH2:27][C@H:26]([CH2:29][NH:30][C:31](=[O:37])[O:32][C:33]([CH3:36])([CH3:35])[CH3:34])[CH2:25][CH2:24]3)=[O:20])[C:16]3[C:11](=[CH:12][CH:13]=[CH:14][CH:15]=3)[N:10]=2)[CH:6]=[CH:7][CH:8]=1.[O-:38][C:39]#[N:40].[K+]. The catalyst is CO.CC(O)=O.O. The product is [C:39]([NH:1][CH2:2][C:3]1[CH:4]=[C:5]([C:9]2[CH:18]=[C:17]([C:19]([NH:21][CH2:22][C@H:23]3[CH2:28][CH2:27][C@H:26]([CH2:29][NH:30][C:31](=[O:37])[O:32][C:33]([CH3:34])([CH3:36])[CH3:35])[CH2:25][CH2:24]3)=[O:20])[C:16]3[C:11](=[CH:12][CH:13]=[CH:14][CH:15]=3)[N:10]=2)[CH:6]=[CH:7][CH:8]=1)(=[O:38])[NH2:40]. The yield is 0.950. (2) The yield is 0.490. The reactants are [Cl:1][C:2]1[N:6]2[CH:7]=[C:8]([C:15]3[CH:19]=[N:18][NH:17][N:16]=3)[CH:9]=[C:10]([C:11]([F:14])([F:13])[F:12])[C:5]2=[N:4][C:3]=1[C:20](O)=[O:21].Cl.[NH:24]1[CH2:29][CH2:28][CH:27]([N:30]2[CH2:34][CH2:33][O:32][C:31]2=[O:35])[CH2:26][CH2:25]1.CCN(C(C)C)C(C)C.CN(C(ON1N=NC2C=CC=NC1=2)=[N+](C)C)C.F[P-](F)(F)(F)(F)F. The product is [Cl:1][C:2]1[N:6]2[CH:7]=[C:8]([C:15]3[CH:19]=[N:18][NH:17][N:16]=3)[CH:9]=[C:10]([C:11]([F:12])([F:13])[F:14])[C:5]2=[N:4][C:3]=1[C:20]([N:24]1[CH2:25][CH2:26][CH:27]([N:30]2[CH2:34][CH2:33][O:32][C:31]2=[O:35])[CH2:28][CH2:29]1)=[O:21]. The catalyst is CN(C=O)C.CCOC(C)=O. (3) The reactants are CC1(C)C(C)(C)OB([C:9]2[CH:10]=[C:11]([C:15]3[C:16]([C:21]#[N:22])=[CH:17][CH:18]=[CH:19][CH:20]=3)[CH:12]=[CH:13][CH:14]=2)O1.[F-].[K+].Cl[C:27]1[CH:36]=[CH:35][N:34]=[C:33]2[C:28]=1[CH:29]=[CH:30][C:31]([CH3:37])=[N:32]2. The catalyst is C1C=CC(/C=C/C(/C=C/C2C=CC=CC=2)=O)=CC=1.C1C=CC(/C=C/C(/C=C/C2C=CC=CC=2)=O)=CC=1.C1C=CC(/C=C/C(/C=C/C2C=CC=CC=2)=O)=CC=1.[Pd].[Pd]. The product is [CH3:37][C:31]1[N:32]=[C:33]2[C:28]([C:27]([C:9]3[CH:10]=[C:11]([C:15]4[C:16]([C:21]#[N:22])=[CH:17][CH:18]=[CH:19][CH:20]=4)[CH:12]=[CH:13][CH:14]=3)=[CH:36][CH:35]=[N:34]2)=[CH:29][CH:30]=1. The yield is 0.0800. (4) The reactants are [CH:1]([N:4]1[CH2:9][CH2:8][CH:7]([O:10][C:11]2[CH:19]=[CH:18][C:17]3[N:16]4[C@H:20]([CH3:25])[CH2:21][NH:22][C:23](=[O:24])[C:15]4=[CH:14][C:13]=3[CH:12]=2)[CH2:6][CH2:5]1)([CH3:3])[CH3:2].[H-].[Na+].[C:28]1([S:34](Cl)(=[O:36])=[O:35])[CH:33]=[CH:32][CH:31]=[CH:30][CH:29]=1. No catalyst specified. The product is [C:28]1([S:34]([N:22]2[CH2:21][C@@H:20]([CH3:25])[N:16]3[C:17]4[CH:18]=[CH:19][C:11]([O:10][CH:7]5[CH2:8][CH2:9][N:4]([CH:1]([CH3:3])[CH3:2])[CH2:5][CH2:6]5)=[CH:12][C:13]=4[CH:14]=[C:15]3[C:23]2=[O:24])(=[O:36])=[O:35])[CH:33]=[CH:32][CH:31]=[CH:30][CH:29]=1. The yield is 0.430.